Dataset: NCI-60 drug combinations with 297,098 pairs across 59 cell lines. Task: Regression. Given two drug SMILES strings and cell line genomic features, predict the synergy score measuring deviation from expected non-interaction effect. (1) Drug 1: CC=C1C(=O)NC(C(=O)OC2CC(=O)NC(C(=O)NC(CSSCCC=C2)C(=O)N1)C(C)C)C(C)C. Drug 2: CS(=O)(=O)OCCCCOS(=O)(=O)C. Cell line: SK-MEL-28. Synergy scores: CSS=57.4, Synergy_ZIP=-2.87, Synergy_Bliss=-10.2, Synergy_Loewe=-14.2, Synergy_HSA=-8.68. (2) Drug 1: CC12CCC3C(C1CCC2O)C(CC4=C3C=CC(=C4)O)CCCCCCCCCS(=O)CCCC(C(F)(F)F)(F)F. Drug 2: CCCCCOC(=O)NC1=NC(=O)N(C=C1F)C2C(C(C(O2)C)O)O. Cell line: OVCAR3. Synergy scores: CSS=-5.28, Synergy_ZIP=2.93, Synergy_Bliss=4.26, Synergy_Loewe=-3.12, Synergy_HSA=-3.16.